Dataset: Peptide-MHC class I binding affinity with 185,985 pairs from IEDB/IMGT. Task: Regression. Given a peptide amino acid sequence and an MHC pseudo amino acid sequence, predict their binding affinity value. This is MHC class I binding data. The peptide sequence is YRMVDLPVL. The MHC is H-2-Db with pseudo-sequence H-2-Db. The binding affinity (normalized) is 0.320.